This data is from Peptide-MHC class II binding affinity with 134,281 pairs from IEDB. The task is: Regression. Given a peptide amino acid sequence and an MHC pseudo amino acid sequence, predict their binding affinity value. This is MHC class II binding data. (1) The binding affinity (normalized) is 0.574. The MHC is DRB1_0401 with pseudo-sequence DRB1_0401. The peptide sequence is FKAAVAAAAGAPPAD. (2) The peptide sequence is SFLQNPQTSLCFSES. The MHC is DRB1_0101 with pseudo-sequence DRB1_0101. The binding affinity (normalized) is 0.410. (3) The peptide sequence is VKTITNDQIEVTNAT. The MHC is DRB1_1101 with pseudo-sequence DRB1_1101. The binding affinity (normalized) is 0.148. (4) The peptide sequence is GINTIPIAINEAEYV. The MHC is DRB1_1602 with pseudo-sequence DRB1_1602. The binding affinity (normalized) is 0.0611. (5) The peptide sequence is VIEDITFLRPVLK. The MHC is DRB1_0401 with pseudo-sequence DRB1_0401. The binding affinity (normalized) is 0.0234. (6) The peptide sequence is TRRKLLLIFDALILL. The MHC is DRB5_0101 with pseudo-sequence DRB5_0101. The binding affinity (normalized) is 0.175. (7) The peptide sequence is AAIRFFDHAIGINVP. The MHC is DRB1_0404 with pseudo-sequence DRB1_0404. The binding affinity (normalized) is 0.790. (8) The peptide sequence is YSVSSFERFEIFPK. The MHC is H-2-IAd with pseudo-sequence H-2-IAd. The binding affinity (normalized) is 0.122.